From a dataset of Full USPTO retrosynthesis dataset with 1.9M reactions from patents (1976-2016). Predict the reactants needed to synthesize the given product. Given the product [CH3:44][C:45]1[N:49]=[C:48]([CH2:50][NH:51][C:33]([CH:24]2[O:23][C:28]3[CH:29]=[CH:30][CH:31]=[CH:32][C:27]=3[NH:26][CH2:25]2)=[O:35])[O:47][N:46]=1, predict the reactants needed to synthesize it. The reactants are: C1C=CC2N(O)N=NC=2C=1.CCN=C=NCCCN(C)C.Cl.[O:23]1[C:28]2[CH:29]=[CH:30][CH:31]=[CH:32][C:27]=2[NH:26][CH2:25][CH:24]1[C:33]([O-:35])=O.[Li+].C(N(CC)CC)C.[CH3:44][C:45]1[N:49]=[C:48]([CH2:50][NH2:51])[O:47][N:46]=1.